Task: Predict the reactants needed to synthesize the given product.. Dataset: Full USPTO retrosynthesis dataset with 1.9M reactions from patents (1976-2016) (1) Given the product [CH3:21][N:22]1[CH2:27][CH2:26][N:25]([CH2:19][CH:17]([OH:18])[CH2:16][O:15][C:12]2[CH:13]=[CH:14][C:9]([B:4]3[O:5][C:6]([CH3:7])([CH3:8])[C:2]([CH3:1])([CH3:20])[O:3]3)=[CH:10][CH:11]=2)[CH2:24][CH2:23]1, predict the reactants needed to synthesize it. The reactants are: [CH3:1][C:2]1([CH3:20])[C:6]([CH3:8])([CH3:7])[O:5][B:4]([C:9]2[CH:14]=[CH:13][C:12]([O:15][CH2:16][CH:17]3[CH2:19][O:18]3)=[CH:11][CH:10]=2)[O:3]1.[CH3:21][N:22]1[CH2:27][CH2:26][NH:25][CH2:24][CH2:23]1. (2) Given the product [OH:39][CH:38]([C:40]1[CH:45]=[CH:44][CH:43]=[C:42]([OH:46])[CH:41]=1)[CH2:37][NH:36][C:16]([C@@H:9]1[CH2:10][C:11](=[N:13][O:14][CH3:15])[CH2:12][N:8]1[C:6]([C:29]1[CH:30]=[CH:31][C:26]([C:21]2[CH:22]=[CH:23][CH:24]=[CH:25][C:20]=2[CH3:19])=[CH:27][C:28]=1[CH3:35])=[O:7])=[O:18], predict the reactants needed to synthesize it. The reactants are: C(O[C:6]([N:8]1[CH2:12][C:11](=[N:13][O:14][CH3:15])[CH2:10][C@H:9]1[C:16]([OH:18])=O)=[O:7])(C)(C)C.[CH3:19][C:20]1[CH:25]=[CH:24][CH:23]=[CH:22][C:21]=1[C:26]1[CH:31]=[CH:30][C:29](C(O)=O)=[C:28]([CH3:35])[CH:27]=1.[NH2:36][CH2:37][CH:38]([C:40]1[CH:41]=[C:42]([OH:46])[CH:43]=[CH:44][CH:45]=1)[OH:39]. (3) Given the product [F:27][C:2]([F:1])([F:26])[C:3]1[NH:7][N:6]=[C:5]([C:8]2[CH:9]=[CH:10][C:11]([C@H:14]3[CH2:15][CH2:16][C@H:17]([CH2:20][C:21]([OH:23])=[O:22])[CH2:18][CH2:19]3)=[CH:12][CH:13]=2)[CH:4]=1, predict the reactants needed to synthesize it. The reactants are: [F:1][C:2]([F:27])([F:26])[C:3]1[NH:7][N:6]=[C:5]([C:8]2[CH:13]=[CH:12][C:11]([C@H:14]3[CH2:19][CH2:18][C@H:17]([CH2:20][C:21]([O:23]CC)=[O:22])[CH2:16][CH2:15]3)=[CH:10][CH:9]=2)[CH:4]=1.[OH-].[Li+]. (4) The reactants are: [NH:1]1[C:9]2[C:4](=[C:5]([C:10]3[CH:11]=[C:12]([CH2:16][C:17]([OH:19])=[O:18])[CH:13]=[CH:14][CH:15]=3)[CH:6]=[CH:7][CH:8]=2)[CH:3]=[CH:2]1.[CH3:20]O. Given the product [CH3:20][O:18][C:17](=[O:19])[CH2:16][C:12]1[CH:13]=[CH:14][CH:15]=[C:10]([C:5]2[CH:6]=[CH:7][CH:8]=[C:9]3[C:4]=2[CH:3]=[CH:2][NH:1]3)[CH:11]=1, predict the reactants needed to synthesize it. (5) Given the product [Cl:1][C:2]1[CH:7]=[C:6]([F:8])[C:5]([C:21]2[CH:22]=[C:23]([N+:25]([O-:27])=[O:26])[CH:24]=[CH:19][C:20]=2[O:28][C:29]2[CH:34]=[CH:33][C:32]([F:35])=[CH:31][C:30]=2[F:36])=[CH:4][N:3]=1, predict the reactants needed to synthesize it. The reactants are: [Cl:1][C:2]1[CH:7]=[C:6]([F:8])[C:5](B2OC(C)(C)C(C)(C)O2)=[CH:4][N:3]=1.Br[C:19]1[CH:24]=[C:23]([N+:25]([O-:27])=[O:26])[CH:22]=[CH:21][C:20]=1[O:28][C:29]1[CH:34]=[CH:33][C:32]([F:35])=[CH:31][C:30]=1[F:36].C1(P(C2CCCCC2)C2CCCCC2)CCCCC1.[O-]P([O-])([O-])=O.[K+].[K+].[K+]. (6) Given the product [CH2:10]([O:17][C:18]1[CH:23]=[C:22]([CH2:24][C:62]2[CH:67]=[C:66]([CH2:68][CH3:69])[CH:65]=[CH:64][N:63]=2)[CH:21]=[CH:20][C:19]=1[N:26]1[S:30](=[O:32])(=[O:31])[N:29]([CH2:33][CH2:34][Si:35]([CH3:38])([CH3:37])[CH3:36])[C:28](=[O:39])[CH2:27]1)[C:11]1[CH:16]=[CH:15][CH:14]=[CH:13][CH:12]=1, predict the reactants needed to synthesize it. The reactants are: BrCCBr.C[Si](Cl)(C)C.[CH2:10]([O:17][C:18]1[CH:23]=[C:22]([CH2:24]I)[CH:21]=[CH:20][C:19]=1[N:26]1[S:30](=[O:32])(=[O:31])[N:29]([CH2:33][CH2:34][Si:35]([CH3:38])([CH3:37])[CH3:36])[C:28](=[O:39])[CH2:27]1)[C:11]1[CH:16]=[CH:15][CH:14]=[CH:13][CH:12]=1.C(P(C(C)(C)C)C1C=CC=CC=1C1C=CC=CC=1)(C)(C)C.Br[C:62]1[CH:67]=[C:66]([CH2:68][CH3:69])[CH:65]=[CH:64][N:63]=1. (7) Given the product [CH:1]1[CH:10]=[N:9][C:8]2[C:3](=[C:4]([N+:12]([O-:14])=[O:13])[CH:5]=[CH:6][C:7]=2[OH:11])[CH:2]=1.[NH2:15][C:16]([CH2:21][OH:22])([CH2:19][OH:20])[CH2:17][OH:18], predict the reactants needed to synthesize it. The reactants are: [CH:1]1[CH:10]=[N:9][C:8]2[C:3](=[C:4]([N+:12]([O-:14])=[O:13])[CH:5]=[CH:6][C:7]=2[OH:11])[CH:2]=1.[NH2:15][C:16]([CH2:21][OH:22])([CH2:19][OH:20])[CH2:17][OH:18]. (8) The reactants are: Cl.[NH2:2][C@@H:3]1[CH2:5][C@H:4]1[C:6]1[CH:7]=[C:8]([C:12]([N:14]2[CH2:18][CH2:17][CH2:16][CH2:15]2)=[O:13])[CH:9]=[CH:10][CH:11]=1.C(=O)([O-])O.[Na+].[CH:24]1([CH:27]=O)[CH2:26][CH2:25]1.[BH4-].[Na+].[C:39](O[C:39]([O:41][C:42]([CH3:45])([CH3:44])[CH3:43])=[O:40])([O:41][C:42]([CH3:45])([CH3:44])[CH3:43])=[O:40]. Given the product [CH:24]1([CH2:27][N:2]([C@@H:3]2[CH2:5][C@H:4]2[C:6]2[CH:11]=[CH:10][CH:9]=[C:8]([C:12]([N:14]3[CH2:15][CH2:16][CH2:17][CH2:18]3)=[O:13])[CH:7]=2)[C:39](=[O:40])[O:41][C:42]([CH3:43])([CH3:44])[CH3:45])[CH2:26][CH2:25]1, predict the reactants needed to synthesize it. (9) Given the product [CH3:1][N:2]([C@H:13]1[CH2:16][NH:15][C:14]1=[O:25])[C:3](=[O:12])[O:4][CH2:5][C:6]1[CH:11]=[CH:10][CH:9]=[CH:8][CH:7]=1, predict the reactants needed to synthesize it. The reactants are: [CH3:1][N:2]([C@H:13]1[CH2:16][N:15](C2C=CC(OC)=CC=2)[C:14]1=[O:25])[C:3](=[O:12])[O:4][CH2:5][C:6]1[CH:11]=[CH:10][CH:9]=[CH:8][CH:7]=1.CC#N.O.O=[N+]([O-])[O-].[O-][N+](=O)[O-].[O-][N+](=O)[O-].[O-][N+](=O)[O-].[O-][N+](=O)[O-].[O-][N+](=O)[O-].[Ce+4].[NH4+].[NH4+].C([O-])(O)=O.[Na+]. (10) Given the product [CH:9]1([NH:8][C:5]2[N:6]=[N:7][C:2]([C:18]#[C:17][Si:14]([CH3:16])([CH3:15])[CH3:13])=[CH:3][CH:4]=2)[CH2:12][CH2:11][CH2:10]1, predict the reactants needed to synthesize it. The reactants are: Br[C:2]1[N:7]=[N:6][C:5]([NH:8][CH:9]2[CH2:12][CH2:11][CH2:10]2)=[CH:4][CH:3]=1.[CH3:13][Si:14]([C:17]#[CH:18])([CH3:16])[CH3:15].C(N(CC)C(C)C)(C)C.